Binary Classification. Given a miRNA mature sequence and a target amino acid sequence, predict their likelihood of interaction. From a dataset of Experimentally validated miRNA-target interactions with 360,000+ pairs, plus equal number of negative samples. The miRNA is hsa-miR-548i with sequence AAAAGUAAUUGCGGAUUUUGCC. The protein sequence of the target gene is MGRQKELVSRCGEMLHIRYRLLRQALAECLGTLILVMFGCGSVAQVVLSRGTHGGFLTINLAFGFAVTLGILIAGQVSGAHLNPAVTFAMCFLAREPWIKLPIYTLAQTLGAFLGAGIVFGLYYDAIWHFADNQLFVSGPNGTAGIFATYPSGHLDMINGFFDQFIGTASLIVCVLAIVDPYNNPVPRGLEAFTVGLVVLVIGTSMGFNSGYAVNPARDFGPRLFTALAGWGSAVFTTGQHWWWVPIVSPLLGSIAGVFVYQLMIGCHLEQPPPSNEEENVKLAHVKHKEQI. Result: 1 (interaction).